This data is from Reaction yield outcomes from USPTO patents with 853,638 reactions. The task is: Predict the reaction yield, written as a fraction of the theoretical maximum amount of product (1.0 means a 100% yield; for example, 0.34 means a 34% yield). (1) The reactants are CC1(C)[O:6][C:5](=[CH:7][C:8]([N:10]([CH2:12][C:13]2[CH:18]=[CH:17][C:16]([F:19])=[CH:15][C:14]=2[S:20]([CH3:23])(=[O:22])=[O:21])[CH3:11])=[O:9])[C:4](=[O:24])O1.[CH2:26]=O.[NH2:28][CH2:29][CH2:30][CH2:31][C:32]([OH:34])=[O:33]. No catalyst specified. The product is [F:19][C:16]1[CH:17]=[CH:18][C:13]([CH2:12][N:10]([CH3:11])[C:8]([C:7]2[CH2:26][N:28]([CH2:29][CH2:30][CH2:31][C:32]([OH:34])=[O:33])[C:4](=[O:24])[C:5]=2[OH:6])=[O:9])=[C:14]([S:20]([CH3:23])(=[O:21])=[O:22])[CH:15]=1. The yield is 0.0900. (2) The reactants are [CH:1](=O)[CH3:2].[C:4]([SiH2:8][O:9][C:10]([CH3:21])([CH3:20])[C:11]1[CH:12]=[C:13]([CH:16]=[CH:17][C:18]=1[Cl:19])[CH2:14][NH2:15])([CH3:7])([CH3:6])[CH3:5].[BH4-].[Na+].CCN(C(C)C)C(C)C.[CH3:33][C:34]([O:37][C:38](O[C:38]([O:37][C:34]([CH3:36])([CH3:35])[CH3:33])=[O:39])=[O:39])([CH3:36])[CH3:35]. The catalyst is CO.C(Cl)Cl. The product is [C:34]([O:37][C:38](=[O:39])[N:15]([CH2:14][C:13]1[CH:16]=[CH:17][C:18]([Cl:19])=[C:11]([C:10]([CH3:21])([CH3:20])[O:9][SiH2:8][C:4]([CH3:7])([CH3:5])[CH3:6])[CH:12]=1)[CH2:1][CH3:2])([CH3:36])([CH3:35])[CH3:33]. The yield is 0.290. (3) The reactants are CCN(CC)CC.[C:8](Cl)(Cl)=[S:9].[NH2:12][C:13]1[CH:14]=[N:15][CH:16]=[CH:17][C:18]=1[N:19]1[CH2:24][CH2:23][N:22]([C:25]([O:27][C:28]([CH3:31])([CH3:30])[CH3:29])=[O:26])[CH2:21][CH2:20]1. The catalyst is C1COCC1.CCOC(C)=O. The product is [N:12]([C:13]1[CH:14]=[N:15][CH:16]=[CH:17][C:18]=1[N:19]1[CH2:24][CH2:23][N:22]([C:25]([O:27][C:28]([CH3:31])([CH3:30])[CH3:29])=[O:26])[CH2:21][CH2:20]1)=[C:8]=[S:9]. The yield is 0.700. (4) The reactants are [OH-:1].[Na+].C(Cl)Cl.[C:6](Cl)(Cl)=[O:7].[C:10]1([OH:16])[CH:15]=[CH:14][CH:13]=[CH:12][CH:11]=1. The catalyst is O. The product is [C:6](=[O:7])([O:1][C:10]1[CH:15]=[CH:14][CH:13]=[CH:12][CH:11]=1)[O:16][C:10]1[CH:15]=[CH:14][CH:13]=[CH:12][CH:11]=1. The yield is 0.999. (5) The reactants are [CH2:1]([O:8][C:9]1[C:14](=[O:15])[CH:13]=[C:12]([CH2:16][NH:17][S:18]([C:21]2[CH:26]=[CH:25][C:24]([Cl:27])=[CH:23][CH:22]=2)(=[O:20])=[O:19])O[C:10]=1[C:28]([OH:30])=[O:29])[C:2]1[CH:7]=[CH:6][CH:5]=[CH:4][CH:3]=1.C1(S(C(N)C2[N:46](C)[C:45](C(O)=O)=C(OCC3C=CC=CC=3)C(=O)C=2)(=O)=O)C=CC=CC=1. No catalyst specified. The product is [CH2:1]([O:8][C:9]1[C:14](=[O:15])[CH:13]=[C:12]([CH2:16][NH:17][S:18]([C:21]2[CH:26]=[CH:25][C:24]([Cl:27])=[CH:23][CH:22]=2)(=[O:20])=[O:19])[N:46]([CH3:45])[C:10]=1[C:28]([OH:30])=[O:29])[C:2]1[CH:7]=[CH:6][CH:5]=[CH:4][CH:3]=1. The yield is 0.744. (6) The catalyst is C1COCC1.C(OCC)(=O)C. The product is [Br:25][C:20]1[N:19]=[C:18]([C@:6]([NH:11][S@:12]([C:14]([CH3:16])([CH3:15])[CH3:17])=[O:13])([CH2:7][CH2:8][O:9][CH3:10])[C:5]([F:27])([F:26])[CH2:4][OH:3])[C:23]([F:24])=[CH:22][CH:21]=1. The reactants are C([O:3][C:4](=O)[C:5]([F:27])([F:26])[C@@:6]([C:18]1[C:23]([F:24])=[CH:22][CH:21]=[C:20]([Br:25])[N:19]=1)([NH:11][S@:12]([C:14]([CH3:17])([CH3:16])[CH3:15])=[O:13])[CH2:7][CH2:8][O:9][CH3:10])C.[BH4-].[Li+]. The yield is 0.684.